This data is from Reaction yield outcomes from USPTO patents with 853,638 reactions. The task is: Predict the reaction yield, written as a fraction of the theoretical maximum amount of product (1.0 means a 100% yield; for example, 0.34 means a 34% yield). The reactants are [Br:1][C:2]1[CH:3]=[C:4]([NH:13][CH:14]2[CH2:18][CH2:17][CH2:16][CH2:15]2)[C:5]([CH3:12])=[C:6]([CH:11]=1)[C:7]([O:9][CH3:10])=[O:8].[C:19](=O)([O-])[O-].[Cs+].[Cs+].CI. The catalyst is C(#N)C. The product is [Br:1][C:2]1[CH:3]=[C:4]([N:13]([CH:14]2[CH2:18][CH2:17][CH2:16][CH2:15]2)[CH3:19])[C:5]([CH3:12])=[C:6]([CH:11]=1)[C:7]([O:9][CH3:10])=[O:8]. The yield is 0.950.